This data is from Peptide-MHC class II binding affinity with 134,281 pairs from IEDB. The task is: Regression. Given a peptide amino acid sequence and an MHC pseudo amino acid sequence, predict their binding affinity value. This is MHC class II binding data. (1) The peptide sequence is LSPISNMVSMANNHM. The MHC is DRB1_1501 with pseudo-sequence DRB1_1501. The binding affinity (normalized) is 0.601. (2) The peptide sequence is KKFILATDIAEMGANLC. The MHC is DRB3_0101 with pseudo-sequence DRB3_0101. The binding affinity (normalized) is 0.626. (3) The peptide sequence is QDKFLANVSTVLTGK. The MHC is DRB1_0701 with pseudo-sequence DRB1_0701. The binding affinity (normalized) is 0.732. (4) The peptide sequence is EEDIEIKPIQEEEY. The MHC is HLA-DPA10301-DPB10402 with pseudo-sequence HLA-DPA10301-DPB10402. The binding affinity (normalized) is 0.140. (5) The peptide sequence is FNGGESKLKAEATTD. The MHC is HLA-DPA10201-DPB11401 with pseudo-sequence HLA-DPA10201-DPB11401. The binding affinity (normalized) is 0. (6) The peptide sequence is IAKVPPGPNITATYG. The MHC is HLA-DQA10102-DQB10602 with pseudo-sequence HLA-DQA10102-DQB10602. The binding affinity (normalized) is 0.